Dataset: Forward reaction prediction with 1.9M reactions from USPTO patents (1976-2016). Task: Predict the product of the given reaction. Given the reactants C(=O)([O-])[O-].[Cs+].[Cs+].C(OC(C1CCCCC1=O)=O)C.[C:19]([O:23][C:24]([C@@H:26]1[CH2:30][CH2:29][C:28](=[O:31])[NH:27]1)=[O:25])([CH3:22])([CH3:21])[CH3:20].Br[C:33]1[CH:34]=[CH:35][C:36]([C:39]([F:42])([F:41])[F:40])=[N:37][CH:38]=1, predict the reaction product. The product is: [C:19]([O:23][C:24]([C@@H:26]1[CH2:30][CH2:29][C:28](=[O:31])[N:27]1[C:33]1[CH:38]=[N:37][C:36]([C:39]([F:42])([F:41])[F:40])=[CH:35][CH:34]=1)=[O:25])([CH3:22])([CH3:20])[CH3:21].